Dataset: Reaction yield outcomes from USPTO patents with 853,638 reactions. Task: Predict the reaction yield, written as a fraction of the theoretical maximum amount of product (1.0 means a 100% yield; for example, 0.34 means a 34% yield). (1) The reactants are [Si:1]([O:8][C@@H:9]1[C@H:13]([CH2:14][O:15][Si:16]([C:19]([CH3:22])([CH3:21])[CH3:20])([CH3:18])[CH3:17])[CH2:12][C@@H:11]([NH:23][C:24]2[CH:29]=[C:28](Cl)[N:27]=[CH:26][N:25]=2)[CH2:10]1)([C:4]([CH3:7])([CH3:6])[CH3:5])([CH3:3])[CH3:2].[CH3:31][O:32][C@H:33]1[CH2:41][C:40]2[C:35](=[CH:36][CH:37]=[CH:38][CH:39]=2)[C@H:34]1[NH2:42].C([O-])([O-])=O.[Na+].[Na+]. No catalyst specified. The product is [Si:1]([O:8][C@@H:9]1[C@H:13]([CH2:14][O:15][Si:16]([C:19]([CH3:22])([CH3:21])[CH3:20])([CH3:18])[CH3:17])[CH2:12][C@@H:11]([NH:23][C:24]2[CH:29]=[C:28]([NH:42][C@@H:34]3[C:35]4[C:40](=[CH:39][CH:38]=[CH:37][CH:36]=4)[CH2:41][C@@H:33]3[O:32][CH3:31])[N:27]=[CH:26][N:25]=2)[CH2:10]1)([C:4]([CH3:7])([CH3:6])[CH3:5])([CH3:3])[CH3:2]. The yield is 0.460. (2) The catalyst is C(O)C. The reactants are [NH:1]1[CH2:5][CH2:4][C@H:3](/[CH:6]=[CH:7]/[C:8]2[CH:9]=[N:10][CH:11]=[C:12]([O:14][CH:15]3[CH2:20][CH2:19][O:18][CH2:17][CH2:16]3)[CH:13]=2)[CH2:2]1.[C:21]1([CH3:48])[CH:26]=[CH:25][C:24]([C:27]([C@:29]([C:45]([OH:47])=[O:46])([OH:44])[C@:30]([C:35]([C:37]2[CH:42]=[CH:41][C:40]([CH3:43])=[CH:39][CH:38]=2)=[O:36])([OH:34])[C:31]([OH:33])=[O:32])=[O:28])=[CH:23][CH:22]=1. The product is [C:21]1([CH3:48])[CH:26]=[CH:25][C:24]([C:27]([C@:29]([C:45]([OH:47])=[O:46])([OH:44])[C@:30]([C:35]([C:37]2[CH:38]=[CH:39][C:40]([CH3:43])=[CH:41][CH:42]=2)=[O:36])([OH:34])[C:31]([OH:33])=[O:32])=[O:28])=[CH:23][CH:22]=1.[NH:1]1[CH2:5][CH2:4][C@H:3](/[CH:6]=[CH:7]/[C:8]2[CH:9]=[N:10][CH:11]=[C:12]([O:14][CH:15]3[CH2:20][CH2:19][O:18][CH2:17][CH2:16]3)[CH:13]=2)[CH2:2]1. The yield is 0.720. (3) The reactants are Cl.[NH2:2][C:3]1([CH3:8])[CH2:7][CH2:6][CH2:5][CH2:4]1.[CH3:9][S:10](Cl)(=[O:12])=[O:11]. No catalyst specified. The product is [CH3:8][C:3]1([NH:2][S:10]([CH3:9])(=[O:12])=[O:11])[CH2:7][CH2:6][CH2:5][CH2:4]1. The yield is 0.460. (4) The yield is 0.570. The catalyst is CN(C=O)C. The reactants are [C:1]([O:5][C:6]([N:8]1[CH2:13][CH2:12][CH:11]([NH2:14])[CH2:10][CH2:9]1)=[O:7])([CH3:4])([CH3:3])[CH3:2].[H-].[Na+].[Cl:17][C:18]1[N:23]=[C:22](Cl)[CH:21]=[C:20]([Cl:25])[N:19]=1. The product is [C:1]([O:5][C:6]([N:8]1[CH2:13][CH2:12][CH:11]([NH:14][C:22]2[CH:21]=[C:20]([Cl:25])[N:19]=[C:18]([Cl:17])[N:23]=2)[CH2:10][CH2:9]1)=[O:7])([CH3:4])([CH3:2])[CH3:3].